This data is from Reaction yield outcomes from USPTO patents with 853,638 reactions. The task is: Predict the reaction yield, written as a fraction of the theoretical maximum amount of product (1.0 means a 100% yield; for example, 0.34 means a 34% yield). (1) The reactants are [N:1]1([C:7]2[N:12]=[CH:11][C:10]([C:13]3[CH:18]=[CH:17][N:16]4[C:19]([C:22]5[CH:42]=[CH:41][C:25]([CH2:26][NH:27][C:28]([NH:30][C:31]6[CH:36]=[CH:35][CH:34]=[C:33]([C:37]([F:40])([F:39])[F:38])[CH:32]=6)=[O:29])=[CH:24][CH:23]=5)=[CH:20][N:21]=[C:15]4[CH:14]=3)=[CH:9][CH:8]=2)CCOC[CH2:2]1.C([O-])([O-])=O.[K+].[K+].N1CCNCC1. The catalyst is CS(C)=O. The product is [CH3:2][NH:1][C:7]1[N:12]=[CH:11][C:10]([C:13]2[CH:18]=[CH:17][N:16]3[C:19]([C:22]4[CH:23]=[CH:24][C:25]([CH2:26][NH:27][C:28]([NH:30][C:31]5[CH:36]=[CH:35][CH:34]=[C:33]([C:37]([F:40])([F:38])[F:39])[CH:32]=5)=[O:29])=[CH:41][CH:42]=4)=[CH:20][N:21]=[C:15]3[CH:14]=2)=[CH:9][CH:8]=1. The yield is 0.760. (2) The reactants are C(N(CC)CC)C.[CH:8]1([C:11]2[CH:12]=[C:13]([NH2:20])[CH:14]=[C:15]3[C:19]=2[NH:18][CH:17]=[CH:16]3)[CH2:10][CH2:9]1.[C:21](O[C:21]([O:23][C:24]([CH3:27])([CH3:26])[CH3:25])=[O:22])([O:23][C:24]([CH3:27])([CH3:26])[CH3:25])=[O:22]. The catalyst is CO. The product is [CH:8]1([C:11]2[CH:12]=[C:13]([NH:20][C:21](=[O:22])[O:23][C:24]([CH3:27])([CH3:26])[CH3:25])[CH:14]=[C:15]3[C:19]=2[NH:18][CH:17]=[CH:16]3)[CH2:10][CH2:9]1. The yield is 0.950. (3) The reactants are Cl[C:2]1[C:11]2[C:6](=[CH:7][C:8]([S:12]([N:15]([CH2:22][C:23]3[CH:28]=[CH:27][C:26]([O:29][CH3:30])=[CH:25][CH:24]=3)[C:16]3[CH:21]=[CH:20][N:19]=[CH:18][N:17]=3)(=[O:14])=[O:13])=[CH:9][CH:10]=2)[CH:5]=[CH:4][N:3]=1.[CH3:31][O:32][C:33]1[CH:34]=[C:35]([OH:48])[CH:36]=[CH:37][C:38]=1B1OC(C)(C)C(C)(C)O1.C(=O)([O-])[O-].[K+].[K+]. The catalyst is C1C=CC([P]([Pd]([P](C2C=CC=CC=2)(C2C=CC=CC=2)C2C=CC=CC=2)([P](C2C=CC=CC=2)(C2C=CC=CC=2)C2C=CC=CC=2)[P](C2C=CC=CC=2)(C2C=CC=CC=2)C2C=CC=CC=2)(C2C=CC=CC=2)C2C=CC=CC=2)=CC=1.CCOC(C)=O.CCCCCCC. The product is [OH:48][C:35]1[CH:36]=[CH:37][C:38]([C:2]2[C:11]3[C:6](=[CH:7][C:8]([S:12]([N:15]([CH2:22][C:23]4[CH:28]=[CH:27][C:26]([O:29][CH3:30])=[CH:25][CH:24]=4)[C:16]4[CH:21]=[CH:20][N:19]=[CH:18][N:17]=4)(=[O:14])=[O:13])=[CH:9][CH:10]=3)[CH:5]=[CH:4][N:3]=2)=[C:33]([O:32][CH3:31])[CH:34]=1. The yield is 0.640. (4) The product is [N:8]1([CH2:7][C:6]([OH:17])=[O:5])[C:16]2[C:11](=[CH:12][CH:13]=[CH:14][CH:15]=2)[CH:10]=[CH:9]1. The yield is 0.797. The catalyst is CO.O. The reactants are C([O:5][C:6](=[O:17])[CH2:7][N:8]1[C:16]2[C:11](=[CH:12][CH:13]=[CH:14][CH:15]=2)[CH:10]=[CH:9]1)(C)(C)C.[OH-].[K+]. (5) The reactants are [CH2:1]([C:8]1[N:13]=[C:12]2[N:14]([C@@H:19]3[C:27]4[C:22](=[CH:23][C:24]([C:28]5[CH:33]=[CH:32][CH:31]=[CH:30][C:29]=5[C:34]5[N:38](C(C6C=CC=CC=6)(C6C=CC=CC=6)C6C=CC=CC=6)[N:37]=[N:36][N:35]=5)=[CH:25][CH:26]=4)[CH2:21][CH2:20]3)[C:15]([CH2:17][CH3:18])=[N:16][C:11]2=[C:10]([CH3:58])[CH:9]=1)[C:2]1[CH:7]=[CH:6][CH:5]=[CH:4][CH:3]=1.Cl.O. The catalyst is CC(C)=O. The product is [NH:38]1[C:34]([C:29]2[CH:30]=[CH:31][CH:32]=[CH:33][C:28]=2[C:24]2[CH:23]=[C:22]3[C:27](=[CH:26][CH:25]=2)[C@@H:19]([N:14]2[C:12]4=[N:13][C:8]([CH2:1][C:2]5[CH:7]=[CH:6][CH:5]=[CH:4][CH:3]=5)=[CH:9][C:10]([CH3:58])=[C:11]4[N:16]=[C:15]2[CH2:17][CH3:18])[CH2:20][CH2:21]3)=[N:35][N:36]=[N:37]1. The yield is 0.450. (6) The reactants are [CH:1]1[C:6]2[CH2:7][C@H:8]3[N:13]([CH2:14][CH:15]4[CH2:17][CH2:16]4)[CH2:12][CH2:11][C@:10]45[C@H:18]([C:20]([CH2:22][CH2:23][C@@:9]34[OH:24])=O)[O:19][C:4]([C:5]=25)=[C:3]([OH:25])[CH:2]=1.C([NH2:33])C1C=CC=CC=1.[BH4-].[Na+].Cl. No catalyst specified. The product is [CH2:22]1[C@H:20]([NH2:33])[C@@H:18]2[O:19][C:4]3=[C:3]([OH:25])[CH:2]=[CH:1][C:6]4=[C:5]3[C@:10]32[CH2:11][CH2:12][N:13]([CH2:14][CH:15]2[CH2:16][CH2:17]2)[C@H:8]([CH2:7]4)[C@:9]3([OH:24])[CH2:23]1. The yield is 0.790. (7) The reactants are [Br:1][C:2]1[CH:3]=[CH:4][C:5]2[S:9](=O)(=[O:10])[N:8]([CH2:12][CH2:13]SC)[CH:7]([CH3:16])[C:6]=2[CH:17]=1.O[O:19][S:20]([O-:22])=O.[K+].[CH2:24]1COCC1.[OH2:29]. The catalyst is C(OCC)(=O)C. The product is [Br:1][C:2]1[CH:3]=[CH:4][C:5]2[S:9](=[O:10])(=[O:29])[N:8]([CH2:12][CH2:13][S:20]([CH3:24])(=[O:22])=[O:19])[CH:7]([CH3:16])[C:6]=2[CH:17]=1. The yield is 0.710. (8) The reactants are [F:1][C:2]1[CH:3]=[C:4]([N+:12]([O-:14])=[O:13])[C:5]([CH3:11])=[C:6]([CH:10]=1)[C:7]([OH:9])=[O:8].O=S(Cl)Cl.[CH3:19]O. No catalyst specified. The product is [F:1][C:2]1[CH:3]=[C:4]([N+:12]([O-:14])=[O:13])[C:5]([CH3:11])=[C:6]([CH:10]=1)[C:7]([O:9][CH3:19])=[O:8]. The yield is 0.250. (9) The reactants are CN(C(ON1N=NC2C=CC=NC1=2)=[N+](C)C)C.F[P-](F)(F)(F)(F)F.[F:25][C:26]1[CH:27]=[C:28]([NH:37][C:38]([C@@H:40]2[NH:49][CH2:48][CH2:47][C:46]3[N:45]=[C:44]([O:50][CH3:51])[CH:43]=[CH:42][C:41]2=3)=[O:39])[CH:29]=[C:30]2[C:34]=1[C:33]([CH3:36])([CH3:35])[CH2:32][CH2:31]2.[C:52]([O:56][C:57](=[O:66])[CH2:58][C@H:59]1[CH2:62][C@H:61]([C:63](O)=[O:64])[CH2:60]1)([CH3:55])([CH3:54])[CH3:53].CCN(C(C)C)C(C)C. The catalyst is CN(C=O)C.O. The product is [F:25][C:26]1[CH:27]=[C:28]([NH:37][C:38]([C@@H:40]2[N:49]([C:63]([C@H:61]3[CH2:60][C@H:59]([CH2:58][C:57]([O:56][C:52]([CH3:55])([CH3:54])[CH3:53])=[O:66])[CH2:62]3)=[O:64])[CH2:48][CH2:47][C:46]3[N:45]=[C:44]([O:50][CH3:51])[CH:43]=[CH:42][C:41]2=3)=[O:39])[CH:29]=[C:30]2[C:34]=1[C:33]([CH3:35])([CH3:36])[CH2:32][CH2:31]2. The yield is 0.980. (10) The reactants are [ClH:1].[CH:2]1([C:8]2(O)[C:12]3[C:13]([CH3:33])=[C:14]([N:19]4[CH2:24][CH2:23][N:22]([C:25]5[CH:30]=[CH:29][C:28]([O:31][CH3:32])=[CH:27][CH:26]=5)[CH2:21][CH2:20]4)[C:15]([CH3:18])=[C:16]([CH3:17])[C:11]=3[O:10][C:9]2([CH3:35])[CH3:34])[CH2:7][CH2:6][CH2:5][CH2:4][CH2:3]1. The catalyst is C1COCC1.CO. The product is [ClH:1].[C:2]1(=[C:8]2[C:12]3[C:13]([CH3:33])=[C:14]([N:19]4[CH2:20][CH2:21][N:22]([C:25]5[CH:26]=[CH:27][C:28]([O:31][CH3:32])=[CH:29][CH:30]=5)[CH2:23][CH2:24]4)[C:15]([CH3:18])=[C:16]([CH3:17])[C:11]=3[O:10][C:9]2([CH3:35])[CH3:34])[CH2:7][CH2:6][CH2:5][CH2:4][CH2:3]1. The yield is 0.750.